From a dataset of M1 muscarinic receptor antagonist screen with 61,756 compounds. Binary Classification. Given a drug SMILES string, predict its activity (active/inactive) in a high-throughput screening assay against a specified biological target. The drug is s1c2n(nc1COc1ccc(OC)cc1)c(nn2)c1cc(OCC)ccc1. The result is 0 (inactive).